Dataset: hERG potassium channel inhibition data for cardiac toxicity prediction from Karim et al.. Task: Regression/Classification. Given a drug SMILES string, predict its toxicity properties. Task type varies by dataset: regression for continuous values (e.g., LD50, hERG inhibition percentage) or binary classification for toxic/non-toxic outcomes (e.g., AMES mutagenicity, cardiotoxicity, hepatotoxicity). Dataset: herg_karim. (1) The drug is Cn1ccc(C2CCNCC2C(=O)N(Cc2cc(CCC#N)cc(Cl)c2Cl)C2CC2)cc1=O. The result is 0 (non-blocker). (2) The molecule is Cc1cc(N2CCC3(CCN(C[C@H](O)c4ccc5c(c4C)COC5=O)CC3)C2=O)sn1. The result is 1 (blocker). (3) The compound is F[C@H]1CC[NH2+]C[C@H]1c1c(-c2ccccc2)[nH]c2c(Cl)cccc12. The result is 1 (blocker). (4) The result is 1 (blocker). The compound is Cc1nc2cc(OC(F)(F)F)ccc2n1-c1ccc(C(=O)NC2CC2)s1. (5) The molecule is CC1=NC(c2ccc(F)cc2)(c2cccc(-c3cccnc3)c2)N=C1N. The result is 0 (non-blocker). (6) The molecule is CN(C(=O)Cc1ccc(-n2cnnn2)cc1)[C@H]1CCN(Cc2ccc(C(F)(F)F)cc2)C[C@H]1F. The result is 1 (blocker).